Task: Predict which catalyst facilitates the given reaction.. Dataset: Catalyst prediction with 721,799 reactions and 888 catalyst types from USPTO (1) Reactant: [CH3:1][O:2][C:3](=[O:28])[C:4]1[CH:9]=[CH:8][C:7]([NH2:10])=[C:6]([NH:11][C:12](=[O:27])[C:13]2[CH:18]=[CH:17][CH:16]=[C:15]([CH2:19][N:20]([CH2:24][CH2:25][CH3:26])[CH2:21][CH2:22][CH3:23])[CH:14]=2)[CH:5]=1.[H-].[Na+].[CH3:31]I. Product: [CH3:1][O:2][C:3](=[O:28])[C:4]1[CH:9]=[CH:8][C:7]([NH2:10])=[C:6]([N:11]([C:12](=[O:27])[C:13]2[CH:18]=[CH:17][CH:16]=[C:15]([CH2:19][N:20]([CH2:24][CH2:25][CH3:26])[CH2:21][CH2:22][CH3:23])[CH:14]=2)[CH3:31])[CH:5]=1. The catalyst class is: 3. (2) Reactant: [NH:1]([C:35]([CH3:37])=[O:36])[C@@H:2]([C:18]([N:20]1[CH2:34][CH2:33][CH2:32][C@@H:21]1[C:22]([NH:24][C@@H:25]([C:29]([NH2:31])=[O:30])[CH:26]([CH3:28])[CH3:27])=[O:23])=[O:19])[CH2:3][CH2:4][CH2:5][CH2:6][NH:7]C(OCC1C=CC=CC=1)=O.CC(O)=O.O.[H][H]. Product: [NH:1]([C:35]([CH3:37])=[O:36])[C@@H:2]([C:18]([N:20]1[CH2:34][CH2:33][CH2:32][C@@H:21]1[C:22]([NH:24][C@@H:25]([C:29]([NH2:31])=[O:30])[CH:26]([CH3:28])[CH3:27])=[O:23])=[O:19])[CH2:3][CH2:4][CH2:5][CH2:6][NH2:7]. The catalyst class is: 50. (3) Product: [F:14][C:15]1[CH:24]=[CH:23][C:22]([F:25])=[C:21]2[C:16]=1[C:17]1([S:31]([C:34]3[CH:35]=[CH:36][C:37]([C:40]([F:43])([F:41])[F:42])=[CH:38][CH:39]=3)(=[O:33])=[O:32])[CH2:29][CH2:28][C:27](=[CH:5][C:3]#[N:4])[CH2:26][CH:18]1[CH2:19][O:20]2. The catalyst class is: 7. Reactant: [H-].[Na+].[C:3]([CH2:5]P(=O)(OCC)OCC)#[N:4].[F:14][C:15]1[CH:24]=[CH:23][C:22]([F:25])=[C:21]2[C:16]=1[C:17]1([S:31]([C:34]3[CH:39]=[CH:38][C:37]([C:40]([F:43])([F:42])[F:41])=[CH:36][CH:35]=3)(=[O:33])=[O:32])[CH2:29][CH2:28][C:27](=O)[CH2:26][CH:18]1[CH2:19][O:20]2.[NH4+].[Cl-]. (4) The catalyst class is: 18. Reactant: Br[C:2]1[N:7]=[C:6]2[S:8][C:9]([CH2:11][O:12][C:13]3[C:14]([F:23])=[C:15]([C:19]([F:22])=[CH:20][CH:21]=3)[C:16]([NH2:18])=[O:17])=[N:10][C:5]2=[CH:4][CH:3]=1.[C:24]1(B(O)O)[CH:29]=[CH:28][CH:27]=[CH:26][CH:25]=1.P([O-])([O-])([O-])=O.[K+].[K+].[K+]. Product: [F:23][C:14]1[C:13]([O:12][CH2:11][C:9]2[S:8][C:6]3[C:5]([N:10]=2)=[CH:4][CH:3]=[C:2]([C:24]2[CH:29]=[CH:28][CH:27]=[CH:26][CH:25]=2)[N:7]=3)=[CH:21][CH:20]=[C:19]([F:22])[C:15]=1[C:16]([NH2:18])=[O:17]. (5) Reactant: [CH2:1]([N:8]1[C:12]([C:13]2[CH:18]=[CH:17][CH:16]=[CH:15][CH:14]=2)=[C:11]([C:19]2[CH2:24][CH2:23][CH2:22][CH2:21][CH:20]=2)[C:10]2[CH:25]=[C:26]([C:28]([O:30][CH3:31])=[O:29])[S:27][C:9]1=2)[C:2]1[CH:7]=[CH:6][CH:5]=[CH:4][CH:3]=1.C([SiH](CC)CC)C. The catalyst class is: 67. Product: [CH2:1]([N:8]1[C:12]([C:13]2[CH:18]=[CH:17][CH:16]=[CH:15][CH:14]=2)=[C:11]([CH:19]2[CH2:20][CH2:21][CH2:22][CH2:23][CH2:24]2)[C:10]2[CH:25]=[C:26]([C:28]([O:30][CH3:31])=[O:29])[S:27][C:9]1=2)[C:2]1[CH:3]=[CH:4][CH:5]=[CH:6][CH:7]=1. (6) Reactant: [O:1]1[CH2:5][CH2:4][O:3][CH:2]1[CH2:6][NH2:7].Cl.Cl[CH2:10][C:11]1[N:12]=[C:13]2[CH:18]=[C:17]([C:19]#[N:20])[CH:16]=[CH:15][N:14]2[CH:21]=1. Product: [O:1]1[CH2:5][CH2:4][O:3][CH:2]1[CH2:6][NH:7][CH2:10][C:11]1[N:12]=[C:13]2[CH:18]=[C:17]([C:19]#[N:20])[CH:16]=[CH:15][N:14]2[CH:21]=1. The catalyst class is: 2.